From a dataset of Full USPTO retrosynthesis dataset with 1.9M reactions from patents (1976-2016). Predict the reactants needed to synthesize the given product. (1) Given the product [F:16][C:13]([F:14])([F:15])[C:10]1[CH:9]=[CH:8][C:7]([NH:6][C@H:3]([CH2:1][CH3:2])[CH2:4][C:5]([NH:19][C:18](=[O:28])[O:20][CH2:21][C:22]2[CH:23]=[CH:24][CH:25]=[CH:26][CH:27]=2)=[O:17])=[CH:12][CH:11]=1, predict the reactants needed to synthesize it. The reactants are: [CH2:1]([C@H:3]1[N:6]([C:7]2[CH:12]=[CH:11][C:10]([C:13]([F:16])([F:15])[F:14])=[CH:9][CH:8]=2)[C:5](=[O:17])[CH2:4]1)[CH3:2].[C:18](=[O:28])([O:20][CH2:21][C:22]1[CH:27]=[CH:26][CH:25]=[CH:24][CH:23]=1)[NH2:19].CC(C)([O-])C.[Li+].O1CCCC1.O. (2) Given the product [CH2:1]([O:8][C:9]1[C:10]([C:22]2[O:23][CH:24]=[CH:25][CH:26]=2)=[N:11][C:12]([CH3:15])=[CH:13][CH:14]=1)[C:2]1[CH:7]=[CH:6][CH:5]=[CH:4][CH:3]=1, predict the reactants needed to synthesize it. The reactants are: [CH2:1]([O:8][C:9]1[C:10](I)=[N:11][C:12]([CH3:15])=[CH:13][CH:14]=1)[C:2]1[CH:7]=[CH:6][CH:5]=[CH:4][CH:3]=1.C([Sn](CCCC)(CCCC)[C:22]1[O:23][CH:24]=[CH:25][CH:26]=1)CCC.CO. (3) Given the product [F:1][C:2]1[CH:7]=[CH:6][C:5]([CH2:8][C:10]2[CH:11]=[CH:12][N:13]3[C:18]=2[CH:17]=[CH:16][CH:15]=[CH:14]3)=[CH:4][CH:3]=1, predict the reactants needed to synthesize it. The reactants are: [F:1][C:2]1[CH:7]=[CH:6][C:5]([C:8]([C:10]2[CH:11]=[CH:12][N:13]3[C:18]=2[CH:17]=[CH:16][CH:15]=[CH:14]3)=O)=[CH:4][CH:3]=1.B.C1COCC1. (4) Given the product [Cl:16][C:17]1[C:18]([C:23]([NH:6][C:5]2[CH:4]=[C:3]([C:2]([F:14])([F:15])[F:1])[CH:9]=[C:8]([C:10]([F:11])([F:12])[F:13])[CH:7]=2)=[O:24])=[N:19][CH:20]=[CH:21][CH:22]=1, predict the reactants needed to synthesize it. The reactants are: [F:1][C:2]([F:15])([F:14])[C:3]1[CH:4]=[C:5]([CH:7]=[C:8]([C:10]([F:13])([F:12])[F:11])[CH:9]=1)[NH2:6].[Cl:16][C:17]1[C:18]([C:23](O)=[O:24])=[N:19][CH:20]=[CH:21][CH:22]=1.CCN=C=NCCCN(C)C.Cl.C(=O)(O)[O-].[Na+]. (5) Given the product [Br:2][C:3]1[CH:4]=[C:5]2[C:9](=[CH:10][CH:11]=1)[CH2:8][CH:7]([NH2:12])[CH2:6]2, predict the reactants needed to synthesize it. The reactants are: Br.[Br:2][C:3]1[CH:4]=[C:5]2[C:9](=[CH:10][CH:11]=1)[CH2:8][CH:7]([NH2:12])[CH2:6]2.C(OC(C)C)(=O)C.[OH-].[Na+].[Cl-].[Na+]. (6) Given the product [Br:1][C:2]1[CH:3]=[C:4]([I:9])[C:5]([NH2:8])=[N:6][CH:7]=1, predict the reactants needed to synthesize it. The reactants are: [Br:1][C:2]1[CH:3]=[CH:4][C:5]([NH2:8])=[N:6][CH:7]=1.[I:9]I. (7) Given the product [Br:23][C:10]1[CH:9]=[C:5]([CH:4]=[C:3]([S:2]([F:12])([F:13])([F:14])([F:15])[F:1])[CH:11]=1)[C:6]([OH:8])=[O:7], predict the reactants needed to synthesize it. The reactants are: [F:1][S:2]([F:15])([F:14])([F:13])([F:12])[C:3]1[CH:4]=[C:5]([CH:9]=[CH:10][CH:11]=1)[C:6]([OH:8])=[O:7].FF.S(=O)(=O)(O)O.[Br:23]N1C(=O)CCC1=O. (8) Given the product [C:18]1([N:24]2[C:36]3[C:31](=[CH:32][CH:33]=[C:34]4[C:43]5[CH:42]=[CH:41][CH:40]=[C:39]([C:8]6[CH:7]=[CH:6][C:5]7[NH:4][C:16]8[C:11]([C:10]=7[CH:9]=6)=[CH:12][CH:13]=[CH:14][CH:15]=8)[C:38]=5[NH:37][C:35]4=3)[C:30]3[C:25]2=[CH:26][CH:27]=[CH:28][CH:29]=3)[CH:19]=[CH:20][CH:21]=[CH:22][CH:23]=1, predict the reactants needed to synthesize it. The reactants are: C([N:4]1[C:16]2[CH:15]=[CH:14][C:13](Br)=[CH:12][C:11]=2[C:10]2[C:5]1=[CH:6][CH:7]=[CH:8][CH:9]=2)(=O)C.[C:18]1([N:24]2[C:36]3[C:31](=[CH:32][CH:33]=[C:34]4[C:43]5[CH:42]=[CH:41][CH:40]=[CH:39][C:38]=5[NH:37][C:35]4=3)[C:30]3[C:25]2=[CH:26][CH:27]=[CH:28][CH:29]=3)[CH:23]=[CH:22][CH:21]=[CH:20][CH:19]=1.